This data is from Full USPTO retrosynthesis dataset with 1.9M reactions from patents (1976-2016). The task is: Predict the reactants needed to synthesize the given product. (1) The reactants are: C=O.[Cl:3][C:4]1[CH:5]=[CH:6][C:7]2[CH2:8][NH:9][CH2:10][CH:11]([CH:15]3[CH2:17][CH2:16]3)[O:12][C:13]=2[N:14]=1.[C:18]([BH3-])#N. Given the product [Cl:3][C:4]1[CH:5]=[CH:6][C:7]2[CH2:8][N:9]([CH3:18])[CH2:10][CH:11]([CH:15]3[CH2:17][CH2:16]3)[O:12][C:13]=2[N:14]=1, predict the reactants needed to synthesize it. (2) Given the product [N:1]1([C:2]2[CH:10]=[C:9]3[C:5]([CH2:6][NH:7][C:8]3=[O:11])=[CH:4][CH:3]=2)[CH2:16][CH2:15][CH2:14][CH2:13]1, predict the reactants needed to synthesize it. The reactants are: [NH2:1][C:2]1[CH:10]=[C:9]2[C:5]([CH2:6][NH:7][C:8]2=[O:11])=[CH:4][CH:3]=1.Br[CH2:13][CH2:14][CH2:15][CH2:16]Br. (3) Given the product [F:1][C:2]1[CH:3]=[CH:4][C:5]([CH2:6][NH:7][C:8]([C:10]2[C:18]3[C:13](=[CH:14][C:15]([C:19]([OH:21])=[O:20])=[CH:16][CH:17]=3)[N:12]([CH2:24][C:25]3[CH:30]=[CH:29][CH:28]=[CH:27][N:26]=3)[C:11]=2[CH:31]([CH3:32])[CH3:33])=[O:9])=[CH:34][CH:35]=1, predict the reactants needed to synthesize it. The reactants are: [F:1][C:2]1[CH:35]=[CH:34][C:5]([CH2:6][NH:7][C:8]([C:10]2[C:18]3[C:13](=[CH:14][C:15]([C:19]([O:21]CC)=[O:20])=[CH:16][CH:17]=3)[N:12]([CH2:24][C:25]3[CH:30]=[CH:29][CH:28]=[CH:27][N:26]=3)[C:11]=2[CH:31]([CH3:33])[CH3:32])=[O:9])=[CH:4][CH:3]=1.[OH-].[Na+].O.